This data is from Blood-brain barrier permeability regression values from the B3DB database. The task is: Regression/Classification. Given a drug SMILES string, predict its absorption, distribution, metabolism, or excretion properties. Task type varies by dataset: regression for continuous measurements (e.g., permeability, clearance, half-life) or binary classification for categorical outcomes (e.g., BBB penetration, CYP inhibition). For this dataset (b3db_regression), we predict Y. (1) The Y is -0.220 log(BB ratio). The molecule is COC1CNCCC1NC(=O)C2=CC(=C(C=C2OC)N)Cl. (2) The drug is CCCC(C)C1(C(=O)NC(=O)NC1=O)CC. The Y is 0.100 log(BB ratio). (3) The molecule is CC1C2=CC=CC=C2CCN1C3=NC(=NC(=C3C)C)NC4=CC=C(C=C4)F. The Y is 0.680 log(BB ratio).